Dataset: Reaction yield outcomes from USPTO patents with 853,638 reactions. Task: Predict the reaction yield, written as a fraction of the theoretical maximum amount of product (1.0 means a 100% yield; for example, 0.34 means a 34% yield). (1) The reactants are [ClH:1].O1CCOCC1.[Br:8][C:9]1[CH:14]=[CH:13][C:12]([C@@H:15]([C@H:35]2[N:39](C(OC(C)(C)C)=O)[C:38]([CH3:48])([CH3:47])[CH2:37][CH2:36]2)[C:16]([N:18]2[CH2:23][CH2:22][N:21]([C:24]3[C:25]4[C@H:32]([CH3:33])[CH2:31][C@@H:30]([OH:34])[C:26]=4[N:27]=[CH:28][N:29]=3)[CH2:20][CH2:19]2)=[O:17])=[C:11]([F:49])[CH:10]=1. The catalyst is C(Cl)Cl. The product is [ClH:1].[ClH:1].[Br:8][C:9]1[CH:14]=[CH:13][C:12]([C@@H:15]([C@H:35]2[CH2:36][CH2:37][C:38]([CH3:48])([CH3:47])[NH:39]2)[C:16]([N:18]2[CH2:23][CH2:22][N:21]([C:24]3[C:25]4[C@H:32]([CH3:33])[CH2:31][C@@H:30]([OH:34])[C:26]=4[N:27]=[CH:28][N:29]=3)[CH2:20][CH2:19]2)=[O:17])=[C:11]([F:49])[CH:10]=1. The yield is 0.620. (2) The reactants are [Br:1][C:2]1[CH:11]=[CH:10][CH:9]=[C:8]2[C:3]=1[CH:4]=[CH:5][N:6]=[CH:7]2.[N+:12]([O-])([O-:14])=[O:13].[K+].C1C2C(=CC=CC=2)C=CN=1. The catalyst is OS(O)(=O)=O. The product is [Br:1][C:2]1[CH:11]=[CH:10][C:9]([N+:12]([O-:14])=[O:13])=[C:8]2[C:3]=1[CH:4]=[CH:5][N:6]=[CH:7]2. The yield is 0.930. (3) The reactants are C([P:3]([C:6]1[CH:11]=[CH:10][CH:9]=[CH:8][CH:7]=1)(=[O:5])[O-:4])C.C(N([CH2:17][CH3:18])CC)C.[C:19]([OH:23])(=[O:22])[CH:20]=[O:21].[C:24]1(C)C=CC=C[CH:25]=1. The product is [CH2:24]([O:22][C:19](=[O:23])[CH:20]([P:3]([O:5][CH2:17][CH3:18])([C:6]1[CH:7]=[CH:8][CH:9]=[CH:10][CH:11]=1)=[O:4])[OH:21])[CH3:25]. No catalyst specified. The yield is 0.480. (4) The reactants are Cl.[O:2]1[CH2:7][CH2:6][N:5]([CH2:8][CH2:9][O:10][C:11]2[CH:19]=[C:18]3[C:14]([C:15]([C:27]4[CH:32]=[C:31]([F:33])[CH:30]=[C:29]([F:34])[CH:28]=4)=[C:16](C4C=NC=CC=4)[C:17]3=[O:20])=[CH:13][CH:12]=2)[CH2:4][CH2:3]1.O1CCN(CCOC2C=C3C(C(C4C=CC=CC=4)=C(Br)C3=O)=CC=2)CC1.[F:61][C:62]1[CH:63]=[C:64](B(O)O)[CH:65]=[CH:66][C:67]=1[F:68]. No catalyst specified. The product is [O:2]1[CH2:3][CH2:4][N:5]([CH2:8][CH2:9][O:10][C:11]2[CH:19]=[C:18]3[C:14]([C:15]([C:27]4[CH:28]=[C:29]([F:34])[CH:30]=[C:31]([F:33])[CH:32]=4)=[C:16]([C:64]4[CH:65]=[CH:66][C:67]([F:68])=[C:62]([F:61])[CH:63]=4)[C:17]3=[O:20])=[CH:13][CH:12]=2)[CH2:6][CH2:7]1. The yield is 0.470. (5) The reactants are [Cl:1][C:2]1[N:3]=[C:4]([NH:18][CH2:19][CH2:20][NH:21][CH3:22])[C:5]2[CH2:10][CH2:9][CH:8]([C:11]3[CH:16]=[CH:15][C:14]([F:17])=[CH:13][CH:12]=3)[C:6]=2[N:7]=1.Br[CH2:24][CH2:25][O:26][C:27]1[CH:34]=[C:33]([N+:35]([O-:37])=[O:36])[CH:32]=[CH:31][C:28]=1[C:29]#[N:30]. The catalyst is CN(C=O)C. The product is [Cl:1][C:2]1[N:3]=[C:4]([NH:18][CH2:19][CH2:20][N:21]([CH3:22])[CH2:24][CH2:25][O:26][C:27]2[CH:34]=[C:33]([N+:35]([O-:37])=[O:36])[CH:32]=[CH:31][C:28]=2[C:29]#[N:30])[C:5]2[CH2:10][CH2:9][CH:8]([C:11]3[CH:16]=[CH:15][C:14]([F:17])=[CH:13][CH:12]=3)[C:6]=2[N:7]=1. The yield is 0.377. (6) The reactants are ClC1C=CC=[C:4]([C:8]([O:10]O)=[O:9])C=1.[CH2:12]([O:19][C:20]1[CH:25]=[C:24]([F:26])[CH:23]=[CH:22][C:21]=1C(=O)C)[C:13]1[CH:18]=[CH:17][CH:16]=[CH:15][CH:14]=1. The catalyst is C(Cl)Cl. The product is [C:8]([O:10][C:21]1[CH:22]=[CH:23][C:24]([F:26])=[CH:25][C:20]=1[O:19][CH2:12][C:13]1[CH:14]=[CH:15][CH:16]=[CH:17][CH:18]=1)(=[O:9])[CH3:4]. The yield is 0.930.